Dataset: Full USPTO retrosynthesis dataset with 1.9M reactions from patents (1976-2016). Task: Predict the reactants needed to synthesize the given product. (1) Given the product [C:1]([C:5]1[CH:18]=[CH:17][C:16]2[N:15]3[CH:26]=[CH:27][N:28]=[C:14]3[C:13]3[CH:12]=[CH:11][C:10]([C:20]([CH3:23])([CH3:22])[CH3:21])=[CH:9][C:8]=3[C:7]=2[CH:6]=1)([CH3:4])([CH3:3])[CH3:2], predict the reactants needed to synthesize it. The reactants are: [C:1]([C:5]1[CH:18]=[CH:17][C:16]2[C:7](=[C:8]3[C:13](=[C:14](Cl)[N:15]=2)[CH:12]=[CH:11][C:10]([C:20]([CH3:23])([CH3:22])[CH3:21])=[CH:9]3)[CH:6]=1)([CH3:4])([CH3:3])[CH3:2].CO[CH:26](OC)[CH2:27][NH2:28]. (2) Given the product [NH:1]1[C:5]2[CH:6]=[CH:7][CH:8]=[CH:9][C:4]=2[N:3]=[C:2]1[C:10]([C:12]1[CH:17]=[CH:16][C:15]([O:18][C:19]2[C:24]([C:29]3[CH2:30][CH2:31][O:26][CH2:27][CH:28]=3)=[N:23][CH:22]=[CH:21][N:20]=2)=[CH:14][CH:13]=1)=[O:11], predict the reactants needed to synthesize it. The reactants are: [NH:1]1[C:5]2[CH:6]=[CH:7][CH:8]=[CH:9][C:4]=2[N:3]=[C:2]1[C:10]([C:12]1[CH:17]=[CH:16][C:15]([O:18][C:19]2[C:24](Cl)=[N:23][CH:22]=[CH:21][N:20]=2)=[CH:14][CH:13]=1)=[O:11].[O:26]1[CH2:31][CH:30]=[C:29](B2OC(C)(C)C(C)(C)O2)[CH2:28][CH2:27]1.C([O-])(=O)C.[K+].O1CCOCC1. (3) Given the product [C:22]([NH:6][C:8]([C:15]1[CH:16]=[N:14][CH:10]=[C:13]([Cl:3])[N:17]=1)=[O:9])([CH3:23])([CH3:27])[CH3:28], predict the reactants needed to synthesize it. The reactants are: S(Cl)([Cl:3])=O.C[N:6]([CH:8]=[O:9])C.[C:10]([NH2:14])([CH3:13])(C)C.[CH2:15]([N:17](CC)CC)[CH3:16].[C:22]1([CH3:28])[CH:27]=CC=C[CH:23]=1.